From a dataset of Forward reaction prediction with 1.9M reactions from USPTO patents (1976-2016). Predict the product of the given reaction. (1) The product is: [CH3:24][CH:23]([N:12]([CH2:11][C:9]1[N:10]=[C:6]2[CH:5]=[CH:4][CH:3]=[C:2]([N:26]3[CH2:31][CH2:30][NH:29][CH2:28][CH2:27]3)[N:7]2[CH:8]=1)[CH:13]1[C:22]2[N:21]=[CH:20][CH:19]=[CH:18][C:17]=2[CH2:16][CH2:15][CH2:14]1)[CH3:25]. Given the reactants F[C:2]1[N:7]2[CH:8]=[C:9]([CH2:11][N:12]([CH:23]([CH3:25])[CH3:24])[CH:13]3[C:22]4[N:21]=[CH:20][CH:19]=[CH:18][C:17]=4[CH2:16][CH2:15][CH2:14]3)[N:10]=[C:6]2[CH:5]=[CH:4][CH:3]=1.[NH:26]1[CH2:31][CH2:30][NH:29][CH2:28][CH2:27]1, predict the reaction product. (2) Given the reactants [Br:1][C:2]1[CH:10]=[C:6]([C:7]([OH:9])=O)[C:5]([OH:11])=[CH:4][CH:3]=1.[NH2:12][C:13]1[S:14][C:15]([C:18]([F:21])([F:20])[F:19])=[N:16][N:17]=1, predict the reaction product. The product is: [Br:1][C:2]1[CH:3]=[CH:4][C:5]([OH:11])=[C:6]([CH:10]=1)[C:7]([NH:12][C:13]1[S:14][C:15]([C:18]([F:21])([F:20])[F:19])=[N:16][N:17]=1)=[O:9]. (3) Given the reactants [CH3:1][C:2]1[N:7]=[CH:6][C:5]([C:8]([N:10]2[CH2:13][CH:12]([C:14]([N:16]3[CH2:22][CH2:21][CH2:20][NH:19][CH2:18][CH2:17]3)=[O:15])[CH2:11]2)=[O:9])=[CH:4][CH:3]=1.[CH3:23][C:24]([CH3:26])=O, predict the reaction product. The product is: [CH3:23][CH:24]([N:19]1[CH2:20][CH2:21][CH2:22][N:16]([C:14]([CH:12]2[CH2:13][N:10]([C:8]([C:5]3[CH:6]=[N:7][C:2]([CH3:1])=[CH:3][CH:4]=3)=[O:9])[CH2:11]2)=[O:15])[CH2:17][CH2:18]1)[CH3:26]. (4) Given the reactants [CH:1]([C:3]1[CH:7]=[CH:6][S:5][C:4]=1/[CH:8]=[CH:9]/[C:10]([O:12][C:13]([CH3:16])([CH3:15])[CH3:14])=[O:11])=[O:2], predict the reaction product. The product is: [CH:1]([C:3]1[CH:7]=[CH:6][S:5][C:4]=1[CH2:8][CH2:9][C:10]([O:12][C:13]([CH3:16])([CH3:15])[CH3:14])=[O:11])=[O:2]. (5) Given the reactants C(OC(=O)CCNC(=O)C1C=CC(CN)=CC=1)C.C1C2(CCCCC2)CCC(=O)C1.[CH2:31]([O:33][C:34](=[O:59])[CH2:35][CH2:36][NH:37][C:38](=[O:58])[C:39]1[CH:44]=[CH:43][C:42]([CH2:45][NH:46][CH:47]2[CH2:52][CH2:51][C:50]3([CH2:57][CH2:56][CH2:55][CH2:54][CH2:53]3)[CH2:49][CH2:48]2)=[CH:41][CH:40]=1)[CH3:32].C(N(C(C)C)CC)(C)C.[F:69][C:70]1[CH:71]=[C:72]([CH:76]=[C:77]([C:79]([F:82])([F:81])[F:80])[CH:78]=1)[C:73](Cl)=[O:74], predict the reaction product. The product is: [CH2:31]([O:33][C:34](=[O:59])[CH2:35][CH2:36][NH:37][C:38](=[O:58])[C:39]1[CH:44]=[CH:43][C:42]([CH2:45][NH:46][CH:47]2[CH2:52][CH2:51][C:50]3([CH2:53][CH2:54][CH2:55][CH2:56][CH2:57]3)[CH2:49][CH2:48]2)=[CH:41][CH:40]=1)[CH3:32].[CH2:31]([O:33][C:34](=[O:59])[CH2:35][CH2:36][NH:37][C:38](=[O:58])[C:39]1[CH:44]=[CH:43][C:42]([CH2:45][N:46]([C:73](=[O:74])[C:72]2[CH:76]=[C:77]([C:79]([F:80])([F:81])[F:82])[CH:78]=[C:70]([F:69])[CH:71]=2)[CH:47]2[CH2:52][CH2:51][C:50]3([CH2:53][CH2:54][CH2:55][CH2:56][CH2:57]3)[CH2:49][CH2:48]2)=[CH:41][CH:40]=1)[CH3:32].